Dataset: Catalyst prediction with 721,799 reactions and 888 catalyst types from USPTO. Task: Predict which catalyst facilitates the given reaction. (1) Reactant: [F:1][C:2]1[CH:3]=[C:4]([N:9]2[C:14](=[O:15])[C:13]([CH2:16][C:17]3[CH:22]=[CH:21][C:20]([C:23]4[C:24]([C:29]#[N:30])=[CH:25][CH:26]=[CH:27][CH:28]=4)=[CH:19][CH:18]=3)=[C:12]([CH2:31][CH2:32][CH3:33])[N:11]=[C:10]2[CH3:34])[CH:5]=[CH:6][C:7]=1[OH:8].[CH2:35](I)[CH3:36].C(=O)([O-])[O-].[Cs+].[Cs+].C(OCC)(=O)C. Product: [CH2:35]([O:8][C:7]1[CH:6]=[CH:5][C:4]([N:9]2[C:14](=[O:15])[C:13]([CH2:16][C:17]3[CH:22]=[CH:21][C:20]([C:23]4[C:24]([C:29]#[N:30])=[CH:25][CH:26]=[CH:27][CH:28]=4)=[CH:19][CH:18]=3)=[C:12]([CH2:31][CH2:32][CH3:33])[N:11]=[C:10]2[CH3:34])=[CH:3][C:2]=1[F:1])[CH3:36]. The catalyst class is: 35. (2) Reactant: [NH2:1][C:2]1[CH:7]=[N:6][C:5]([Br:8])=[CH:4][N:3]=1.CN(C)C1C=CC=CC=1.[CH3:18][O:19][C:20](=[O:26])[CH2:21][CH2:22][C:23](Cl)=[O:24]. Product: [Br:8][C:5]1[N:6]=[CH:7][C:2]([NH:1][C:23](=[O:24])[CH2:22][CH2:21][C:20]([O:19][CH3:18])=[O:26])=[N:3][CH:4]=1. The catalyst class is: 7. (3) Reactant: [CH:1]1([C:4]2[CH:5]=[N:6][C:7]([NH:14][C:15]3[CH:23]=[C:22]4[C:18]([C:19]([C:25]5[CH:30]=[CH:29][CH:28]=[CH:27][CH:26]=5)=[CH:20][N:21]4[CH3:24])=[CH:17][CH:16]=3)=[C:8]([CH:13]=2)[C:9]([O:11]C)=[O:10])[CH2:3][CH2:2]1.[OH-].[Na+].O.Cl. Product: [CH:1]1([C:4]2[CH:5]=[N:6][C:7]([NH:14][C:15]3[CH:23]=[C:22]4[C:18]([C:19]([C:25]5[CH:26]=[CH:27][CH:28]=[CH:29][CH:30]=5)=[CH:20][N:21]4[CH3:24])=[CH:17][CH:16]=3)=[C:8]([CH:13]=2)[C:9]([OH:11])=[O:10])[CH2:3][CH2:2]1. The catalyst class is: 199. (4) Reactant: CO[C:3](=[O:11])[C:4]1[CH:9]=[CH:8][C:7]([I:10])=[CH:6][CH:5]=1.[F:12][C:13]([Si](C)(C)C)([F:15])[F:14].[F-].[Cs+].Cl. Product: [F:12][C:13]([F:15])([F:14])[C:3]([C:4]1[CH:5]=[CH:6][C:7]([I:10])=[CH:8][CH:9]=1)=[O:11]. The catalyst class is: 54. (5) Reactant: [NH2:1][C@H:2]([C:10]([OH:12])=[O:11])[CH2:3][CH2:4][CH2:5][NH:6][C:7](=[NH:9])[NH2:8].[CH:13]1([C:18](Cl)=[O:19])[CH2:17][CH2:16][CH2:15][CH2:14]1.Cl. Product: [CH:13]1([C:18]([NH:1][C@H:2]([C:10]([OH:12])=[O:11])[CH2:3][CH2:4][CH2:5][NH:6][C:7](=[NH:8])[NH2:9])=[O:19])[CH2:17][CH2:16][CH2:15][CH2:14]1. The catalyst class is: 74. (6) Reactant: [CH2:1]([NH:8][C:9]([N:11]([CH3:13])[NH2:12])=[O:10])[C:2]1[CH:7]=[CH:6][CH:5]=[CH:4][CH:3]=1.[CH3:14]N(C=O)C.[C:19]([O-:22])([O-])=[O:20].[K+].[K+].[C:25](OC(=O)CBr)([CH3:28])([CH3:27])[CH3:26]. Product: [C:25]([CH:13]([N:11]([C:9](=[O:10])[NH:8][CH2:1][C:2]1[CH:7]=[CH:6][CH:5]=[CH:4][CH:3]=1)[NH:12][CH3:14])[C:19]([OH:22])=[O:20])([CH3:28])([CH3:27])[CH3:26]. The catalyst class is: 11.